Dataset: Experimentally validated miRNA-target interactions with 360,000+ pairs, plus equal number of negative samples. Task: Binary Classification. Given a miRNA mature sequence and a target amino acid sequence, predict their likelihood of interaction. (1) Result: 0 (no interaction). The miRNA is hsa-miR-4749-5p with sequence UGCGGGGACAGGCCAGGGCAUC. The protein sequence of the target gene is MTSNSPIGLEGSDLSSINTMMSAVMSVASVTENGGSPQGIKSPMKPPGPNRIGRRNQETKEEKSSYNCPLCEKICTTQHQLTMHIRQHNTDTGGADHACSICGKSLSSASSLDRHMLVHSGERPYKCTVCGQSFTTNGNMHRHMKIHEKDTNSTTAAAPPSPLKRRRLSSKRKLSHDAESEDPGPAKKMVEDGQSGDLDKMSDEIFHCPVCFKEFVCKYELETHMETHSDNPLRCDICCVTFRTHRGLLRHNALVHKQLPRDAMGRPFIQNNPSIPAGFHDLGFTDFSCRKFPRISQAWC.... (2) The miRNA is hsa-miR-378a-3p with sequence ACUGGACUUGGAGUCAGAAGGC. The protein sequence of the target gene is MMSLSVRPQRRLLSARVNRSQSFAGVLGSHERGPSLSFRSFPVFSPPGPPRKPPALSRVSRMFSVAHPAAKVPQPERLDLVYTALKRGLTAYLEVHQQEQEKLQGQIRESKRNSRLGFLYDLDKQVKSIERFLRRLEFHASKIDELYEAYCVQRRLRDGAYNMVRAYTTGSPGSREARDSLAEATRGHREYTESMCLLESELEAQLGEFHLRMKGLAGFARLCVGDQYEICMKYGRQRWKLRGRIEGSGKQVWDSEETIFLPLLTEFLSIKVTELKGLANHVVVGSVSCETKDLFAALPQ.... Result: 0 (no interaction). (3) The miRNA is hsa-miR-6866-5p with sequence UUAGAGGCUGGAAUAGAGAUUCU. The protein sequence of the target gene is MDPNCSCAAGGSYACAGSCKCKKCKCTSCKKSCCSCCPLGCAKCAQGCIRKGASEKCSCCA. Result: 0 (no interaction). (4) The miRNA is mmu-miR-92b-3p with sequence UAUUGCACUCGUCCCGGCCUCC. The protein sequence of the target gene is MNRLRVARLTPLELLLSLMSLLLGTRPHGSPGPLQCYSVGPLGILNCSWEPLGDLETPPVLYHQSQKYHPNRVWEVKVPSKQSWVTIPREQFTMADKLLIWGTQKGRPLWSSVSVNLETQMKPDTPQIFSQVDISEEATLEATVQWAPPVWPPQKVLICQFRYKECQAETWTRLEPQLKTDGLTPVEMQNLEPGTCYQVSGRCQVENGYPWGEWSSPLSFQTPFLDPEDVWVSGTVCETSGKRAALLVWKDPRPCVQVTYTVWFGAGDITTTQEEVPCCKSPVPAWMEWAVVSPGNSTSW.... Result: 0 (no interaction). (5) The miRNA is hsa-miR-4301 with sequence UCCCACUACUUCACUUGUGA. The protein sequence of the target gene is MSAKPEVSLVREASRQIVAGGSAGLVEICLMHPLDVVKTRFQIQRCATDPNSYKSLVDSFRMIFQMEGLFGFYKGILPPILAETPKRAVKFFTFEQYKKLLGYVSLSPALTFAIAGLGSGLTEAIVVNPFEVVKVGLQANRNTFAEQPSTVGYARQIIKKEGWGLQGLNKGLTATLGRHGVFNMVYFGFYYNVKNMIPVNKDPILEFWRKFGIGLLSGTIASVINIPFDVAKSRIQGPQPVPGEIKYRTCFKTMATVYQEEGILALYKGLLPKIMRLGPGGAVMLLVYEYTYSWLQENW. Result: 0 (no interaction). (6) The miRNA is hsa-miR-150-5p with sequence UCUCCCAACCCUUGUACCAGUG. The protein sequence of the target gene is MCTGKCARCVGLSLITLCLVCIVANALLLVPNGETSWTNTNHLSLQVWLMGGFIGGGLMVLCPGIAAVRAGGKGCCGAGCCGNRCRMLRSVFSSAFGVLGAIYCLSVSGAGLRNGPRCLMNGEWGYHFEDTAGAYLLNRTLWDRCEAPPRVVPWNVTLFSLLVAASCLEIVLCGIQLVNATIGVFCGDCRKKQDTPH. Result: 1 (interaction). (7) The miRNA is hsa-miR-7843-3p with sequence AUGAAGCCUUCUCUGCCUUACG. The protein sequence of the target gene is MAAVDLEKLRASGAGKAIGVLTSGGDAQGMNAAVRAVTRMGIYVGAKVFLIYEGYEGLVEGGENIKQANWLSVSNIIQLGGTIIGSARCKAFTTREGRRAAAYNLVQHGITNLCVIGGDGSLTGANIFRSEWGSLLEELVAEGKISETTARTYSHLNIAGLVGSIDNDFCGTDMTIGTDSALHRIMEVIDAITTTAQSHQRTFVLEVMGRHCGYLALVSALASGADWLFIPEAPPEDGWENFMCERLGETRSRGSRLNIIIIAEGAIDRNGKPISSSYVKDLVVQRLGFDTRVTVLGHVQ.... Result: 0 (no interaction). (8) The miRNA is hsa-miR-3620-5p with sequence GUGGGCUGGGCUGGGCUGGGCC. The protein sequence of the target gene is MEAEEADVDVEGDVAAAAQPGNDESTASVFQDHYLDSTWRRENGCLPWTLDSTISDENRAIIEKMLLEEEYYLSNKSLPGKFWVNQKEDNKKYTNSLQKSSKAMVDSPAKPASHSVKWTVEEKELFEQGLAKFGRRWTKIATLLKSRTVLQVKSYARQYFKNKVKWDVEKETPTQKSSSDLQVKNKDDRTKAWAAACLRGSADPCLNAVKIEKLSDDEDVDITDELDELTSQTSQNSGSHLTLDVPNSKMYTTNQGELCQEGPLAKSSGESLQNVKQGEGEACSSSEIASWAEKQKSTDK.... Result: 0 (no interaction).